From a dataset of Retrosynthesis with 50K atom-mapped reactions and 10 reaction types from USPTO. Predict the reactants needed to synthesize the given product. The reactants are: CC(C)(C/C=C/C(=O)O)NC(=O)OC(C)(C)C.CNC(=O)[C@@H](Cc1ccccc1)N1C[C@@H](Cc2ccc3ccccc3c2)NCC1=O. Given the product CNC(=O)[C@@H](Cc1ccccc1)N1C[C@@H](Cc2ccc3ccccc3c2)N(C(=O)/C=C/CC(C)(C)NC(=O)OC(C)(C)C)CC1=O, predict the reactants needed to synthesize it.